Predict the reactants needed to synthesize the given product. From a dataset of Full USPTO retrosynthesis dataset with 1.9M reactions from patents (1976-2016). (1) Given the product [C:16]([O:15][C:14]([NH:13][C:10]1[CH:11]=[CH:12][C:7]([Cl:6])=[CH:8][C:9]=1[C:21]1[N:22]=[C:23]2[CH2:30][CH2:29][CH:28]([C:31]([OH:40])=[O:32])[N:24]2[C:25](=[O:27])[CH:26]=1)=[O:20])([CH3:19])([CH3:18])[CH3:17], predict the reactants needed to synthesize it. The reactants are: O1CCCC1.[Cl:6][C:7]1[CH:12]=[CH:11][C:10]([NH:13][C:14](=[O:20])[O:15][C:16]([CH3:19])([CH3:18])[CH3:17])=[C:9]([C:21]2[N:22]=[C:23]3[CH2:30][CH2:29][CH:28]([CH3:31])[N:24]3[C:25](=[O:27])[CH:26]=2)[CH:8]=1.[OH-:32].[Na+].S([O-])(O)(=O)=O.[K+].[OH2:40]. (2) The reactants are: [OH:1][C:2]1[CH:7]=[CH:6][C:5]([N:8]2[C:13](=[O:14])[C:12]([CH2:15][C:16]3[CH:21]=[CH:20][C:19]([C:22]4[C:23]([C:28]#[N:29])=[CH:24][CH:25]=[CH:26][CH:27]=4)=[CH:18][CH:17]=3)=[C:11]([CH2:30][CH2:31][CH3:32])[N:10]=[C:9]2[CH3:33])=[CH:4][CH:3]=1.I[CH2:35][CH2:36][CH3:37].C(=O)([O-])[O-].[Cs+].[Cs+].C(OCC)(=O)C. Given the product [CH3:33][C:9]1[N:8]([C:5]2[CH:4]=[CH:3][C:2]([O:1][CH2:35][CH2:36][CH3:37])=[CH:7][CH:6]=2)[C:13](=[O:14])[C:12]([CH2:15][C:16]2[CH:21]=[CH:20][C:19]([C:22]3[C:23]([C:28]#[N:29])=[CH:24][CH:25]=[CH:26][CH:27]=3)=[CH:18][CH:17]=2)=[C:11]([CH2:30][CH2:31][CH3:32])[N:10]=1, predict the reactants needed to synthesize it. (3) Given the product [Br:24][C:20]1[N:19]=[C:18]([C:16]2[NH:9][C:7](=[O:8])[C:6]3[CH:5]=[CH:4][S:3][C:2]=3[N:1]=2)[CH:23]=[CH:22][CH:21]=1, predict the reactants needed to synthesize it. The reactants are: [NH2:1][C:2]1[S:3][CH:4]=[CH:5][C:6]=1[C:7]([NH2:9])=[O:8].C([O-])C.[Na+].CO[C:16]([C:18]1[CH:23]=[CH:22][CH:21]=[C:20]([Br:24])[N:19]=1)=O.Cl. (4) Given the product [C:3]1([C:27]2[CH:32]=[CH:31][CH:30]=[CH:29][CH:28]=2)[CH:8]=[CH:7][CH:6]=[CH:5][C:4]=1[C:9]1[CH:17]=[CH:16][CH:15]=[C:14]2[C:10]=1[CH2:11][CH:12]([CH2:19][C:20]1([CH3:26])[CH2:21][CH2:22][CH2:23][CH2:24][CH2:25]1)[CH:13]2[OH:18], predict the reactants needed to synthesize it. The reactants are: [BH4-].[Na+].[C:3]1([C:27]2[CH:32]=[CH:31][CH:30]=[CH:29][CH:28]=2)[CH:8]=[CH:7][CH:6]=[CH:5][C:4]=1[C:9]1[CH:17]=[CH:16][CH:15]=[C:14]2[C:10]=1[CH2:11][CH:12]([CH2:19][C:20]1([CH3:26])[CH2:25][CH2:24][CH2:23][CH2:22][CH2:21]1)[C:13]2=[O:18].